Dataset: Forward reaction prediction with 1.9M reactions from USPTO patents (1976-2016). Task: Predict the product of the given reaction. (1) Given the reactants [C:1]([O:5][C:6]([N:8]1[CH2:13][CH2:12][CH2:11][CH2:10][CH:9]1[CH2:14][CH2:15][OH:16])=[O:7])([CH3:4])([CH3:3])[CH3:2].C(N(CC)CC)C.[CH3:24][S:25](Cl)(=[O:27])=[O:26], predict the reaction product. The product is: [CH3:24][S:25]([O:16][CH2:15][CH2:14][CH:9]1[CH2:10][CH2:11][CH2:12][CH2:13][N:8]1[C:6]([O:5][C:1]([CH3:4])([CH3:3])[CH3:2])=[O:7])(=[O:27])=[O:26]. (2) Given the reactants C([O:8][C:9]1[CH:14]=[C:13]([C:15]2[CH:19]=[CH:18][N:17]([Si:20]([CH:27]([CH3:29])[CH3:28])([CH:24]([CH3:26])[CH3:25])[CH:21]([CH3:23])[CH3:22])[CH:16]=2)[CH:12]=[CH:11][C:10]=1[N:30]1[S:34](=[O:36])(=[O:35])[NH:33][C:32](=[O:37])[CH2:31]1)C1C=CC=CC=1, predict the reaction product. The product is: [OH:8][C:9]1[CH:14]=[C:13]([C:15]2[CH:19]=[CH:18][N:17]([Si:20]([CH:21]([CH3:22])[CH3:23])([CH:24]([CH3:25])[CH3:26])[CH:27]([CH3:29])[CH3:28])[CH:16]=2)[CH:12]=[CH:11][C:10]=1[N:30]1[S:34](=[O:36])(=[O:35])[NH:33][C:32](=[O:37])[CH2:31]1. (3) The product is: [CH3:1][O:2][C:3](=[O:15])[CH2:4][C@H:5]1[C:9]2[CH:10]=[CH:11][C:12]([O:14][CH2:37][C:33]3[CH:32]=[C:31]([C:27]4[C:26]([CH3:39])=[CH:25][C:24]([O:23][CH:20]5[CH2:19][CH2:18][S:17](=[O:40])(=[O:16])[CH2:22][CH2:21]5)=[CH:29][C:28]=4[CH3:30])[CH:36]=[CH:35][CH:34]=3)=[CH:13][C:8]=2[O:7][CH2:6]1. Given the reactants [CH3:1][O:2][C:3](=[O:15])[CH2:4][C@H:5]1[C:9]2[CH:10]=[CH:11][C:12]([OH:14])=[CH:13][C:8]=2[O:7][CH2:6]1.[O:16]=[S:17]1(=[O:40])[CH2:22][CH2:21][CH:20]([O:23][C:24]2[CH:29]=[C:28]([CH3:30])[C:27]([C:31]3[CH:36]=[CH:35][CH:34]=[C:33]([CH2:37]O)[CH:32]=3)=[C:26]([CH3:39])[CH:25]=2)[CH2:19][CH2:18]1.C(P(CCCC)CCCC)CCC.N(C(N1CCCCC1)=O)=NC(N1CCCCC1)=O, predict the reaction product. (4) Given the reactants [F:1][C:2]1[C:7]([O:8][CH3:9])=[CH:6][C:5]([O:10][CH3:11])=[C:4]([F:12])[C:3]=1[N:13]=[CH:14][C:15]1[C:16]([NH:23][CH2:24][CH3:25])=[N:17][C:18]([S:21][CH3:22])=[N:19][CH:20]=1.[H-].[Al+3].[Li+].[H-].[H-].[H-], predict the reaction product. The product is: [F:1][C:2]1[C:7]([O:8][CH3:9])=[CH:6][C:5]([O:10][CH3:11])=[C:4]([F:12])[C:3]=1[NH:13][CH2:14][C:15]1[C:16]([NH:23][CH2:24][CH3:25])=[N:17][C:18]([S:21][CH3:22])=[N:19][CH:20]=1. (5) Given the reactants [OH:1][C@H:2]([CH3:6])[C:3]([NH2:5])=[O:4].C(N(CC)CC)C.[CH3:14][S:15](Cl)(=[O:17])=[O:16], predict the reaction product. The product is: [C:3]([C@H:2]([O:1][S:15]([CH3:14])(=[O:17])=[O:16])[CH3:6])(=[O:4])[NH2:5]. (6) Given the reactants [Cl:1][C:2]1[C:3]2[S:10][CH:9]=[C:8]([C:11](Cl)=[O:12])[C:4]=2[N:5]=[CH:6][N:7]=1.[NH2:14][C:15]1[C:16]([Cl:30])=[C:17]([NH:22][S:23]([CH2:26][CH:27]([CH3:29])[CH3:28])(=[O:25])=[O:24])[CH:18]=[CH:19][C:20]=1[F:21].C([O-])(O)=O.[Na+], predict the reaction product. The product is: [Cl:1][C:2]1[C:3]2[S:10][CH:9]=[C:8]([C:11]([NH:14][C:15]3[C:20]([F:21])=[CH:19][CH:18]=[C:17]([NH:22][S:23]([CH2:26][CH:27]([CH3:28])[CH3:29])(=[O:25])=[O:24])[C:16]=3[Cl:30])=[O:12])[C:4]=2[N:5]=[CH:6][N:7]=1.